From a dataset of Full USPTO retrosynthesis dataset with 1.9M reactions from patents (1976-2016). Predict the reactants needed to synthesize the given product. (1) The reactants are: [C:1]([O-])([O-])=O.[K+].[K+].O[C@@H:8]1[CH2:12][CH2:11][C@H:10]([CH2:13][C:14]2[CH:15]=[N:16][C:17]([C:20]([F:23])([F:22])[F:21])=[CH:18][CH:19]=2)[N:9]1[C:24]([O:26][C:27]([CH3:30])([CH3:29])[CH3:28])=[O:25].O[C@H]1CC[C@H](CC2C=NC(C(F)(F)F)=CC=2)N1C(OC(C)(C)C)=O. Given the product [F:22][C:20]([F:23])([F:21])[C:17]1[N:16]=[CH:15][C:14]([CH2:13][C@H:10]([NH:9][C:24](=[O:25])[O:26][C:27]([CH3:30])([CH3:29])[CH3:28])[CH2:11][CH2:12][C:8]#[CH:1])=[CH:19][CH:18]=1, predict the reactants needed to synthesize it. (2) Given the product [CH2:27]([O:34][C:35]1[CH:40]=[CH:39][C:38]([C@@H:41]([O:44][Si:45]([CH2:46][CH3:47])([CH2:48][CH3:49])[CH2:50][CH3:51])[CH2:42][NH:24][CH2:23][CH2:22][C:21]2[CH:20]=[CH:19][C:18]([S:15]([CH2:14][C:11]3[N:10]=[C:9]([C:6]4[CH:5]=[CH:4][C:3]([O:2][CH3:1])=[CH:8][CH:7]=4)[O:13][N:12]=3)(=[O:16])=[O:17])=[CH:26][CH:25]=2)=[CH:37][C:36]=1[NH:52][S:53]([CH3:56])(=[O:54])=[O:55])[C:28]1[CH:33]=[CH:32][CH:31]=[CH:30][CH:29]=1, predict the reactants needed to synthesize it. The reactants are: [CH3:1][O:2][C:3]1[CH:8]=[CH:7][C:6]([C:9]2[O:13][N:12]=[C:11]([CH2:14][S:15]([C:18]3[CH:26]=[CH:25][C:21]([CH2:22][CH2:23][NH2:24])=[CH:20][CH:19]=3)(=[O:17])=[O:16])[N:10]=2)=[CH:5][CH:4]=1.[CH2:27]([O:34][C:35]1[CH:40]=[CH:39][C:38]([CH:41]([O:44][Si:45]([CH2:50][CH3:51])([CH2:48][CH3:49])[CH2:46][CH3:47])[CH2:42]I)=[CH:37][C:36]=1[NH:52][S:53]([CH3:56])(=[O:55])=[O:54])[C:28]1[CH:33]=[CH:32][CH:31]=[CH:30][CH:29]=1.C(N(CC)CC)C.